Dataset: Forward reaction prediction with 1.9M reactions from USPTO patents (1976-2016). Task: Predict the product of the given reaction. (1) Given the reactants [NH2:1][C:2]1[CH:3]=[C:4]([C:8]#[CH:9])[CH:5]=[CH:6][CH:7]=1.[C:10](Cl)(=[O:12])[CH3:11].C(OC(C)C)(C)C, predict the reaction product. The product is: [C:8]([C:4]1[CH:3]=[C:2]([NH:1][C:10](=[O:12])[CH3:11])[CH:7]=[CH:6][CH:5]=1)#[CH:9]. (2) The product is: [Cl:20][C:11]1[CH:12]=[C:13]([CH:14]2[CH2:15][CH2:16][CH2:17][CH2:18][CH2:19]2)[C:7]2[O:6][CH:5]([CH2:4][NH2:1])[CH2:9][C:8]=2[CH:10]=1. Given the reactants [N:1]([CH2:4][CH:5]1[CH2:9][C:8]2[CH:10]=[C:11]([Cl:20])[CH:12]=[C:13]([CH:14]3[CH2:19][CH2:18][CH2:17][CH2:16][CH2:15]3)[C:7]=2[O:6]1)=[N+]=[N-], predict the reaction product. (3) Given the reactants [F:10][C:7](F)(F)[C:6](O[C:6](=[O:11])[C:7]([F:10])(F)F)=[O:11].[F:14][C:15]1[C:16]([C:23]#[N:24])=[N+:17]([O-])C=C(F)[CH:20]=1, predict the reaction product. The product is: [F:14][C:15]1[CH:20]=[C:7]([F:10])[C:6](=[O:11])[NH:17][C:16]=1[C:23]#[N:24]. (4) Given the reactants [C:1]([C:3]1[N:4]=[CH:5][C:6]2[CH:11]=[C:10]([CH2:12][O:13][C:14]3[CH:22]=[CH:21][C:17]([C:18](O)=[O:19])=[CH:16][CH:15]=3)[N:9]([CH2:23][CH2:24][CH:25]3[CH2:30][CH2:29][CH2:28][CH2:27][CH2:26]3)[C:7]=2[N:8]=1)#[N:2].[F:31][C:32]([F:36])([F:35])[CH2:33][NH2:34].C1C=NC2N(O)N=NC=2C=1.Cl, predict the reaction product. The product is: [C:1]([C:3]1[N:4]=[CH:5][C:6]2[CH:11]=[C:10]([CH2:12][O:13][C:14]3[CH:15]=[CH:16][C:17]([C:18]([NH:34][CH2:33][C:32]([F:36])([F:35])[F:31])=[O:19])=[CH:21][CH:22]=3)[N:9]([CH2:23][CH2:24][CH:25]3[CH2:26][CH2:27][CH2:28][CH2:29][CH2:30]3)[C:7]=2[N:8]=1)#[N:2]. (5) The product is: [NH2:25][CH:23]([C:21]1[S:22][C:18]([C:15]2[CH:14]=[CH:13][C:12]([C@@H:8]([OH:7])[C@H:9]([NH:5][C:3](=[O:4])[CH:2]([F:34])[F:1])[CH2:10][F:11])=[CH:17][CH:16]=2)=[CH:19][N:20]=1)[CH3:24]. Given the reactants [F:1][CH:2]([F:34])[C:3]([N:5]1[C@H:9]([CH2:10][F:11])[C@@H:8]([C:12]2[CH:17]=[CH:16][C:15]([C:18]3[S:22][C:21]([CH:23]([NH:25]S(C(C)(C)C)=O)[CH3:24])=[N:20][CH:19]=3)=[CH:14][CH:13]=2)[O:7]C1(C)C)=[O:4].FC(F)(F)C(O)=O.C1(C)C=CC=CC=1, predict the reaction product. (6) Given the reactants [CH3:1][O:2][C:3]([C:5]1[N:6]=[C:7](Br)[C:8]2[C:13]([C:14]=1[O:15][CH3:16])=[CH:12][CH:11]=[CH:10][C:9]=2[O:17][C:18]1[CH:23]=[CH:22][CH:21]=[CH:20][CH:19]=1)=[O:4].[Cu][C:26]#[N:27], predict the reaction product. The product is: [CH3:1][O:2][C:3]([C:5]1[N:6]=[C:7]([C:26]#[N:27])[C:8]2[C:13]([C:14]=1[O:15][CH3:16])=[CH:12][CH:11]=[CH:10][C:9]=2[O:17][C:18]1[CH:23]=[CH:22][CH:21]=[CH:20][CH:19]=1)=[O:4]. (7) Given the reactants O1[C:5]2([CH2:10][CH2:9][CH:8]([N:11]3[C:16](=[O:17])[C:15]([CH2:18][C:19]4[CH:24]=[CH:23][C:22]([C:25]5[C:26]([C:31]#[N:32])=[CH:27][CH:28]=[CH:29][CH:30]=5)=[CH:21][C:20]=4[F:33])=[C:14]([CH2:34][CH2:35][CH3:36])[N:13]4[N:37]=[CH:38][N:39]=[C:12]34)[CH2:7][CH2:6]2)[O:4]CC1.O.C1(C)C=CC(S(O)(=O)=O)=CC=1.CO.O1CCCC1, predict the reaction product. The product is: [F:33][C:20]1[CH:21]=[C:22]([C:25]2[C:26]([C:31]#[N:32])=[CH:27][CH:28]=[CH:29][CH:30]=2)[CH:23]=[CH:24][C:19]=1[CH2:18][C:15]1[C:16](=[O:17])[N:11]([CH:8]2[CH2:7][CH2:6][C:5](=[O:4])[CH2:10][CH2:9]2)[C:12]2[N:13]([N:37]=[CH:38][N:39]=2)[C:14]=1[CH2:34][CH2:35][CH3:36]. (8) Given the reactants [F:1][C:2]1([F:27])[CH2:4][CH:3]1[CH2:5][N:6]1[C:10]2[CH:11]=[CH:12][C:13]([C:15]3[CH:22]=[C:21]([OH:23])[CH:20]=[CH:19][C:16]=3[C:17]#[N:18])=[CH:14][C:9]=2[N:8]([CH3:24])[S:7]1(=[O:26])=[O:25].Cl[C:29]1[N:34]=[C:33]([C:35]#[N:36])[CH:32]=[CH:31][CH:30]=1.C(=O)([O-])[O-].[K+].[K+], predict the reaction product. The product is: [C:17]([C:16]1[CH:19]=[CH:20][C:21]([O:23][C:29]2[N:34]=[C:33]([C:35]#[N:36])[CH:32]=[CH:31][CH:30]=2)=[CH:22][C:15]=1[C:13]1[CH:12]=[CH:11][C:10]2[N:6]([CH2:5][CH:3]3[CH2:4][C:2]3([F:1])[F:27])[S:7](=[O:26])(=[O:25])[N:8]([CH3:24])[C:9]=2[CH:14]=1)#[N:18]. (9) Given the reactants [Cl:1][C:2]1[CH:7]=[CH:6][C:5]([C:8]2[CH:9]=[C:10]([C:31]([O:33]C)=O)[C:11]3[NH:12][C:13]4[CH:14]=[C:15]([O:21][CH2:22][CH2:23][CH2:24][N:25]5[CH2:30][CH2:29][O:28][CH2:27][CH2:26]5)[CH:16]=[CH:17][C:18]=4[C:19]=3[N:20]=2)=[CH:4][CH:3]=1.[NH3:35], predict the reaction product. The product is: [Cl:1][C:2]1[CH:7]=[CH:6][C:5]([C:8]2[CH:9]=[C:10]([C:31]([NH2:35])=[O:33])[C:11]3[NH:12][C:13]4[CH:14]=[C:15]([O:21][CH2:22][CH2:23][CH2:24][N:25]5[CH2:30][CH2:29][O:28][CH2:27][CH2:26]5)[CH:16]=[CH:17][C:18]=4[C:19]=3[N:20]=2)=[CH:4][CH:3]=1.